From a dataset of Full USPTO retrosynthesis dataset with 1.9M reactions from patents (1976-2016). Predict the reactants needed to synthesize the given product. (1) The reactants are: [F:1][C:2]1[CH:7]=[C:6]([CH3:8])[C:5]([S:9][CH2:10][C:11]([F:14])([F:13])[F:12])=[CH:4][C:3]=1[N:15]1[C:20](=[O:21])[N:19]([CH3:22])[C:18](=[O:23])[CH:17]=[N:16]1.[OH:24]OS([O-])=O.[K+]. Given the product [F:1][C:2]1[CH:7]=[C:6]([CH3:8])[C:5]([S:9]([CH2:10][C:11]([F:13])([F:14])[F:12])=[O:24])=[CH:4][C:3]=1[N:15]1[C:20](=[O:21])[N:19]([CH3:22])[C:18](=[O:23])[CH:17]=[N:16]1, predict the reactants needed to synthesize it. (2) Given the product [Br:1][C:2]1[CH:3]=[C:4]2[C:10]([C:25]3[CH:26]=[CH:27][CH:28]=[CH:29][C:24]=3[O:23][CH3:22])=[CH:9][N:8]([Si:12]([CH:19]([CH3:21])[CH3:20])([CH:16]([CH3:18])[CH3:17])[CH:13]([CH3:15])[CH3:14])[C:5]2=[N:6][CH:7]=1, predict the reactants needed to synthesize it. The reactants are: [Br:1][C:2]1[CH:3]=[C:4]2[C:10](I)=[CH:9][N:8]([Si:12]([CH:19]([CH3:21])[CH3:20])([CH:16]([CH3:18])[CH3:17])[CH:13]([CH3:15])[CH3:14])[C:5]2=[N:6][CH:7]=1.[CH3:22][O:23][C:24]1[CH:29]=[CH:28][CH:27]=[CH:26][C:25]=1B(O)O.ClCCl.O. (3) Given the product [CH3:1][O:2][C:3]([C:5]1[S:6][C:7]([C:27]2[CH:28]=[CH:29][CH:30]=[CH:31][CH:32]=2)=[CH:8][C:9]=1[N:10]([C:11]([CH:13]1[CH2:18][CH2:17][CH:16]([CH3:19])[CH2:15][CH2:14]1)=[O:12])[CH:20]1[CH2:25][CH2:24][CH:23]([O:26][C:40](=[O:41])[C:39]2[CH:38]=[CH:37][C:36]([N+:33]([O-:35])=[O:34])=[CH:44][CH:43]=2)[CH2:22][CH2:21]1)=[O:4], predict the reactants needed to synthesize it. The reactants are: [CH3:1][O:2][C:3]([C:5]1[S:6][C:7]([C:27]2[CH:32]=[CH:31][CH:30]=[CH:29][CH:28]=2)=[CH:8][C:9]=1[N:10]([CH:20]1[CH2:25][CH2:24][CH:23]([OH:26])[CH2:22][CH2:21]1)[C:11]([CH:13]1[CH2:18][CH2:17][CH:16]([CH3:19])[CH2:15][CH2:14]1)=[O:12])=[O:4].[N+:33]([C:36]1[CH:44]=[CH:43][C:39]([C:40](O)=[O:41])=[CH:38][CH:37]=1)([O-:35])=[O:34].C1(P(C2C=CC=CC=2)C2C=CC=CC=2)C=CC=CC=1.N(C(OCC)=O)=NC(OCC)=O. (4) Given the product [C:8]([CH2:9][NH:1][CH2:6][CH2:5][O:4][CH2:3][C:2]([OH:7])=[O:12])#[N:11], predict the reactants needed to synthesize it. The reactants are: [NH:1]1[CH2:6][CH2:5][O:4][CH2:3][C:2]1=[O:7].[C:8](#[N:11])[CH2:9]O.[OH2:12]. (5) Given the product [CH3:1][O:2][C:3]([C:5]1[S:6][C:7]([C:16]2[CH:15]=[C:14]3[C:19](=[CH:18][CH:17]=2)[NH:11][CH:12]=[CH:13]3)=[CH:8][CH:9]=1)=[O:4], predict the reactants needed to synthesize it. The reactants are: [CH3:1][O:2][C:3]([C:5]1[S:6][C:7](Br)=[CH:8][CH:9]=1)=[O:4].[NH:11]1[C:19]2[C:14](=[CH:15][C:16](B(O)O)=[CH:17][CH:18]=2)[CH:13]=[CH:12]1.C(=O)([O-])[O-].[Na+].[Na+].C(OCC)(=O)C.